Dataset: Reaction yield outcomes from USPTO patents with 853,638 reactions. Task: Predict the reaction yield, written as a fraction of the theoretical maximum amount of product (1.0 means a 100% yield; for example, 0.34 means a 34% yield). The reactants are O.[NH2:2][NH2:3].[C:4]([C:6]1[C:11](=[O:12])[N:10]([C:13]2[CH:18]=[CH:17][C:16]([CH3:19])=[C:15]([CH3:20])[CH:14]=2)[C:9]([C:21]2[CH:26]=[CH:25][C:24]([S:27][CH3:28])=[CH:23][CH:22]=2)=[N:8][C:7]=1SC)#[N:5].C(=O)([O-])[O-].[K+].[K+]. The catalyst is C1(C)C=CC=CC=1. The product is [NH2:5][C:4]1[C:6]2[C:11](=[O:12])[N:10]([C:13]3[CH:18]=[CH:17][C:16]([CH3:19])=[C:15]([CH3:20])[CH:14]=3)[C:9]([C:21]3[CH:26]=[CH:25][C:24]([S:27][CH3:28])=[CH:23][CH:22]=3)=[N:8][C:7]=2[NH:3][N:2]=1. The yield is 0.263.